From a dataset of Reaction yield outcomes from USPTO patents with 853,638 reactions. Predict the reaction yield, written as a fraction of the theoretical maximum amount of product (1.0 means a 100% yield; for example, 0.34 means a 34% yield). The reactants are [Cl:1][C:2]1[CH:38]=[CH:37][CH:36]=[C:35]([Cl:39])[C:3]=1[C:4]([NH:6][CH2:7][C:8]1[CH:13]=[CH:12][C:11]([C:14]2[CH:19]=[CH:18][N:17]([CH2:20][O:21][P:22](=[O:33])([O:28]C(C)(C)C)[O:23]C(C)(C)C)[C:16](=[O:34])[CH:15]=2)=[CH:10][CH:9]=1)=[O:5].C(O)(=O)C.O. The catalyst is C(#N)C. The product is [Cl:39][C:35]1[CH:36]=[CH:37][CH:38]=[C:2]([Cl:1])[C:3]=1[C:4]([NH:6][CH2:7][C:8]1[CH:9]=[CH:10][C:11]([C:14]2[CH:19]=[CH:18][N:17]([CH2:20][O:21][P:22](=[O:23])([OH:33])[OH:28])[C:16](=[O:34])[CH:15]=2)=[CH:12][CH:13]=1)=[O:5]. The yield is 0.560.